Dataset: Reaction yield outcomes from USPTO patents with 853,638 reactions. Task: Predict the reaction yield, written as a fraction of the theoretical maximum amount of product (1.0 means a 100% yield; for example, 0.34 means a 34% yield). The reactants are [OH:1][C:2]1[C:10]([CH:11]=O)=[CH:9][CH:8]=[C:7]2[C:3]=1[CH2:4][CH2:5][CH2:6]2.[H][H]. The catalyst is CO.[Pd]. The product is [CH3:11][C:10]1[CH:9]=[CH:8][C:7]2[CH2:6][CH2:5][CH2:4][C:3]=2[C:2]=1[OH:1]. The yield is 0.880.